This data is from NCI-60 drug combinations with 297,098 pairs across 59 cell lines. The task is: Regression. Given two drug SMILES strings and cell line genomic features, predict the synergy score measuring deviation from expected non-interaction effect. (1) Drug 1: CC1=C(C(CCC1)(C)C)C=CC(=CC=CC(=CC(=O)O)C)C. Drug 2: C(CN)CNCCSP(=O)(O)O. Cell line: A498. Synergy scores: CSS=4.29, Synergy_ZIP=-1.19, Synergy_Bliss=-0.500, Synergy_Loewe=-4.20, Synergy_HSA=-1.76. (2) Drug 1: C1=CC(=CC=C1CCC2=CNC3=C2C(=O)NC(=N3)N)C(=O)NC(CCC(=O)O)C(=O)O. Drug 2: CCN(CC)CCCC(C)NC1=C2C=C(C=CC2=NC3=C1C=CC(=C3)Cl)OC. Cell line: LOX IMVI. Synergy scores: CSS=48.7, Synergy_ZIP=-6.39, Synergy_Bliss=-6.74, Synergy_Loewe=-9.99, Synergy_HSA=-3.00. (3) Drug 1: C1=CC(=CC=C1CC(C(=O)O)N)N(CCCl)CCCl.Cl. Drug 2: CC12CCC3C(C1CCC2O)C(CC4=C3C=CC(=C4)O)CCCCCCCCCS(=O)CCCC(C(F)(F)F)(F)F. Cell line: NCI-H522. Synergy scores: CSS=16.0, Synergy_ZIP=-4.89, Synergy_Bliss=2.54, Synergy_Loewe=3.90, Synergy_HSA=3.98. (4) Drug 1: COCCOC1=C(C=C2C(=C1)C(=NC=N2)NC3=CC=CC(=C3)C#C)OCCOC. Drug 2: CCC1=C2N=C(C=C(N2N=C1)NCC3=C[N+](=CC=C3)[O-])N4CCCCC4CCO. Cell line: NCIH23. Synergy scores: CSS=70.5, Synergy_ZIP=2.37, Synergy_Bliss=1.25, Synergy_Loewe=0.547, Synergy_HSA=4.15. (5) Drug 1: CCC1(CC2CC(C3=C(CCN(C2)C1)C4=CC=CC=C4N3)(C5=C(C=C6C(=C5)C78CCN9C7C(C=CC9)(C(C(C8N6C=O)(C(=O)OC)O)OC(=O)C)CC)OC)C(=O)OC)O.OS(=O)(=O)O. Drug 2: CC1C(C(CC(O1)OC2CC(CC3=C2C(=C4C(=C3O)C(=O)C5=CC=CC=C5C4=O)O)(C(=O)C)O)N)O. Cell line: HCT-15. Synergy scores: CSS=38.5, Synergy_ZIP=3.02, Synergy_Bliss=3.74, Synergy_Loewe=2.09, Synergy_HSA=4.29. (6) Drug 1: C1CC(=O)NC(=O)C1N2C(=O)C3=CC=CC=C3C2=O. Drug 2: CC1C(C(CC(O1)OC2CC(CC3=C2C(=C4C(=C3O)C(=O)C5=CC=CC=C5C4=O)O)(C(=O)C)O)N)O. Cell line: BT-549. Synergy scores: CSS=30.9, Synergy_ZIP=1.95, Synergy_Bliss=1.24, Synergy_Loewe=-42.4, Synergy_HSA=1.42.